Dataset: Reaction yield outcomes from USPTO patents with 853,638 reactions. Task: Predict the reaction yield, written as a fraction of the theoretical maximum amount of product (1.0 means a 100% yield; for example, 0.34 means a 34% yield). (1) The reactants are [Br:1][CH2:2][C:3]1[CH:8]=[C:7]([CH3:9])[CH:6]=[C:5]([CH2:10]Br)[CH:4]=1.ClCC1C(C)=C(CCl)C(C)=CC=1C.[NH2:25][C:26]([NH2:28])=[S:27]. No catalyst specified. The product is [BrH:1].[BrH:1].[CH3:9][C:7]1[CH:6]=[C:5]([CH2:10][NH:28][C:26]([SH:27])=[NH:25])[CH:4]=[C:3]([CH2:2][NH:25][C:26]([SH:27])=[NH:28])[CH:8]=1. The yield is 0.650. (2) The reactants are [CH2:1]([N:4]1[C:12]2[C:11](Cl)=[N:10][CH:9]=[N:8][C:7]=2[CH:6]=[CH:5]1)[CH:2]=[CH2:3].[O:14]1CCOCC1.[OH-].[Na+]. The catalyst is O. The product is [CH2:1]([N:4]1[C:12]2[C:11](=[O:14])[NH:10][CH:9]=[N:8][C:7]=2[CH:6]=[CH:5]1)[CH:2]=[CH2:3]. The yield is 0.820. (3) The reactants are Cl[C:2]1[N:7]=[C:6]([NH2:8])[C:5]([N+:9]([O-:11])=[O:10])=[CH:4][CH:3]=1.[F:12][C:13]1[CH:18]=[CH:17][CH:16]=[CH:15][C:14]=1B(O)O.C(=O)([O-])[O-].[Cs+].[Cs+]. The catalyst is O1CCOCC1. The product is [F:12][C:13]1[CH:18]=[CH:17][CH:16]=[CH:15][C:14]=1[C:2]1[N:7]=[C:6]([NH2:8])[C:5]([N+:9]([O-:11])=[O:10])=[CH:4][CH:3]=1. The yield is 0.830. (4) The reactants are [Br:1][C:2]1[CH:7]=[C:6]([F:8])[CH:5]=[CH:4][C:3]=1[CH:9]1[C:14]([C:15]([O:17][CH2:18][CH3:19])=[O:16])=[C:13]([CH2:20]Br)[NH:12][C:11]([N:22]2[CH:26]=[N:25][CH:24]=[N:23]2)=[N:10]1.[NH:27]1[CH2:31][CH2:30][CH2:29][C@H:28]1[C:32]([OH:34])=[O:33]. No catalyst specified. The product is [Br:1][C:2]1[CH:7]=[C:6]([F:8])[CH:5]=[CH:4][C:3]=1[CH:9]1[N:10]=[C:11]([N:22]2[CH:26]=[N:25][CH:24]=[N:23]2)[NH:12][C:13]([CH2:20][N:27]2[CH2:31][CH2:30][CH2:29][C@H:28]2[C:32]([OH:34])=[O:33])=[C:14]1[C:15]([O:17][CH2:18][CH3:19])=[O:16]. The yield is 0.330. (5) The reactants are [N:1]1[CH:6]=[CH:5][CH:4]=[CH:3][C:2]=1[C:7]([NH:9][C:10]12[CH2:19][CH:14]3[CH2:15][CH:16]([CH2:18][C:12](C(O)=O)([CH2:13]3)[CH2:11]1)[CH2:17]2)=[O:8].C([N:25](CC)CC)C.C1C=CC(OP(OC2C=CC=CC=2)(N=[N+]=[N-])=O)=CC=1.Cl.C(=O)([O-])[O-].[Na+].[Na+]. The catalyst is C1(C)C=CC=CC=1. The yield is 0.930. The product is [NH2:25][C:12]12[CH2:13][CH:14]3[CH2:15][CH:16]([CH2:17][C:10]([NH:9][C:7]([C:2]4[CH:3]=[CH:4][CH:5]=[CH:6][N:1]=4)=[O:8])([CH2:19]3)[CH2:11]1)[CH2:18]2. (6) The reactants are [Cl:1][C:2]1[CH:7]=[C:6]([F:8])[CH:5]=[CH:4][C:3]=1[CH2:9][C:10]([NH2:12])=O.[H-].[H-].[H-].[H-].[Li+].[Al+3]. The catalyst is C1COCC1. The product is [Cl:1][C:2]1[CH:7]=[C:6]([F:8])[CH:5]=[CH:4][C:3]=1[CH2:9][CH2:10][NH2:12]. The yield is 0.162. (7) The reactants are [NH2:1][C:2]([CH3:40])([CH3:39])[CH:3]=[C:4]([C:7]([N:9]1[CH2:13][CH2:12][CH2:11][C@H:10]1[CH2:14][N:15]1[C:19]2=[N:20][CH:21]=[N:22][C:23]([NH2:24])=[C:18]2[C:17]([C:25]2[CH:30]=[CH:29][C:28]([O:31][C:32]3[CH:37]=[CH:36][CH:35]=[CH:34][CH:33]=3)=[CH:27][C:26]=2[F:38])=[N:16]1)=[O:8])[C:5]#[N:6].C(=O)([O-])[O-].[K+].[K+].Br[CH2:48][CH2:49][O:50][CH3:51]. The catalyst is CC#N. The product is [NH2:24][C:23]1[N:22]=[CH:21][N:20]=[C:19]2[N:15]([CH2:14][C@@H:10]3[CH2:11][CH2:12][CH2:13][N:9]3[C:7]([C:4](=[CH:3][C:2]([NH:1][CH2:48][CH2:49][O:50][CH3:51])([CH3:40])[CH3:39])[C:5]#[N:6])=[O:8])[N:16]=[C:17]([C:25]3[CH:30]=[CH:29][C:28]([O:31][C:32]4[CH:37]=[CH:36][CH:35]=[CH:34][CH:33]=4)=[CH:27][C:26]=3[F:38])[C:18]=12. The yield is 0.0370. (8) The reactants are [N:1]1([CH2:7][CH2:8][C:9]([O:11]C)=O)[CH2:6][CH2:5][O:4][CH2:3][CH2:2]1.[OH-].[Na+].C(Cl)(=O)C(Cl)=O.[NH2:21][CH2:22][C:23]1[CH:28]=[CH:27][CH:26]=[CH:25][N:24]=1.C(N(CC)CC)C. The catalyst is CO.ClCCl. The product is [N:1]1([CH2:7][CH2:8][C:9]([NH:21][CH2:22][C:23]2[CH:28]=[CH:27][CH:26]=[CH:25][N:24]=2)=[O:11])[CH2:2][CH2:3][O:4][CH2:5][CH2:6]1. The yield is 0.770. (9) No catalyst specified. The product is [C:2]1([C:9]2[NH:13][C:12]3[CH:14]=[CH:15][CH:16]=[CH:17][C:11]=3[N:10]=2)[CH:1]=[CH:6][CH:5]=[CH:4][CH:3]=1. The reactants are [C:1]1(C)[CH:6]=[C:5](C)[CH:4]=[C:3](C)[C:2]=1[C:9]1[NH:10][C:11]2[CH:17]=[CH:16][CH:15]=[CH:14][C:12]=2[N:13]=1.C(O)(=O)C1C=CC=CC=1. The yield is 0.880.